Dataset: Reaction yield outcomes from USPTO patents with 853,638 reactions. Task: Predict the reaction yield, written as a fraction of the theoretical maximum amount of product (1.0 means a 100% yield; for example, 0.34 means a 34% yield). (1) The yield is 0.300. The reactants are C[N:2](C)[CH:3]=[CH:4][C:5]([C:7]1[C:12](=[O:13])[CH:11]=[CH:10][N:9]([C:14]2[CH:19]=[CH:18][CH:17]=[C:16]([C:20]([F:23])([F:22])[F:21])[CH:15]=2)[N:8]=1)=O.Cl.[Cl:26][C:27]1[CH:32]=[CH:31][C:30]([NH:33]N)=[CH:29][CH:28]=1.CCN(CC)CC. The product is [Cl:26][C:27]1[CH:32]=[CH:31][C:30]([N:33]2[C:5]([C:7]3[C:12](=[O:13])[CH:11]=[CH:10][N:9]([C:14]4[CH:19]=[CH:18][CH:17]=[C:16]([C:20]([F:23])([F:22])[F:21])[CH:15]=4)[N:8]=3)=[CH:4][CH:3]=[N:2]2)=[CH:29][CH:28]=1. The catalyst is C(O)C. (2) The yield is 0.690. The reactants are [Cl:1][C:2]1[N:7]=[C:6](Cl)[CH:5]=[CH:4][N:3]=1.[CH2:9]([C:13]1[CH:18]=[CH:17][CH:16]=[CH:15][CH:14]=1)[CH2:10][C:11]#[CH:12]. The product is [Cl:1][C:2]1[N:7]=[C:6]([C:12]#[C:11][CH2:10][CH2:9][C:13]2[CH:18]=[CH:17][CH:16]=[CH:15][CH:14]=2)[CH:5]=[CH:4][N:3]=1. No catalyst specified. (3) The catalyst is Cl.O.C(OCC)(=O)C. The product is [N:20]([C:17]1[CH:16]=[CH:15][C:14]([N:12]([C:10]2[C:9]3[C:4](=[CH:5][CH:6]=[CH:7][CH:8]=3)[N:3]=[C:2]([CH3:1])[N:11]=2)[CH3:13])=[CH:19][CH:18]=1)=[N+:27]=[N-:28]. The reactants are [CH3:1][C:2]1[N:11]=[C:10]([N:12]([C:14]2[CH:19]=[CH:18][C:17]([NH2:20])=[CH:16][CH:15]=2)[CH3:13])[C:9]2[C:4](=[CH:5][CH:6]=[CH:7][CH:8]=2)[N:3]=1.CO.N([O-])=O.[Na+].[N-:27]=[N+:28]=[N-].[Na+]. The yield is 0.900. (4) The reactants are [Br:1][C:2]1[CH:8]=[C:7]([S:9]([CH3:12])(=[O:11])=[O:10])[CH:6]=[CH:5][C:3]=1[NH2:4].[F:13][C:14]1[CH:19]=[C:18]([F:20])[CH:17]=[CH:16][C:15]=1I.CC(C1C=C(C(C)C)C(C2C=CC=CC=2P(C2CCCCC2)C2CCCCC2)=C(C(C)C)C=1)C.C(=O)([O-])[O-].[Cs+].[Cs+]. The catalyst is O1CCOCC1.C1C=CC(/C=C/C(/C=C/C2C=CC=CC=2)=O)=CC=1.C1C=CC(/C=C/C(/C=C/C2C=CC=CC=2)=O)=CC=1.C1C=CC(/C=C/C(/C=C/C2C=CC=CC=2)=O)=CC=1.[Pd].[Pd]. The product is [Br:1][C:2]1[CH:8]=[C:7]([S:9]([CH3:12])(=[O:11])=[O:10])[CH:6]=[CH:5][C:3]=1[NH:4][C:17]1[CH:16]=[CH:15][C:14]([F:13])=[CH:19][C:18]=1[F:20]. The yield is 0.780. (5) The reactants are C(O)(=O)C.[CH2:5]([O:9][C:10]1[CH:15]=[CH:14][C:13](/[CH:16]=[CH:17]/[N+:18]([O-:20])=[O:19])=[CH:12][CH:11]=1)[CH2:6][CH2:7][CH3:8].[BH4-].[Na+]. The catalyst is CS(C)=O. The product is [CH2:5]([O:9][C:10]1[CH:15]=[CH:14][C:13]([CH2:16][CH2:17][N+:18]([O-:20])=[O:19])=[CH:12][CH:11]=1)[CH2:6][CH2:7][CH3:8]. The yield is 0.760. (6) The reactants are [NH2:1][C:2]1[N:7]=[CH:6][N:5]=[C:4]2[N:8]([CH:27]([CH3:29])[CH3:28])[N:9]=[C:10]([C:11]3[CH:12]=[C:13]4[C:17](=[CH:18][CH:19]=3)[N:16](C(OC(C)(C)C)=O)[CH:15]=[CH:14]4)[C:3]=12.C(O)(C(F)(F)F)=O. The catalyst is C(Cl)Cl. The product is [NH:16]1[C:17]2[C:13](=[CH:12][C:11]([C:10]3[C:3]4[C:4](=[N:5][CH:6]=[N:7][C:2]=4[NH2:1])[N:8]([CH:27]([CH3:29])[CH3:28])[N:9]=3)=[CH:19][CH:18]=2)[CH:14]=[CH:15]1. The yield is 0.750. (7) The reactants are [CH3:1][O:2][C:3]1[CH:4]=[C:5]2[C:10](=[CH:11][CH:12]=1)[CH2:9][CH2:8][CH2:7][CH2:6]2.C([Li])(CC)C.B(OC)(OC)[O:19]C.OO.[Cl-].[NH4+]. The catalyst is O.C(O)(=O)C. The product is [CH3:1][O:2][C:3]1[CH:12]=[CH:11][C:10]2[CH2:9][CH2:8][CH2:7][CH2:6][C:5]=2[C:4]=1[OH:19]. The yield is 0.230.